This data is from Merck oncology drug combination screen with 23,052 pairs across 39 cell lines. The task is: Regression. Given two drug SMILES strings and cell line genomic features, predict the synergy score measuring deviation from expected non-interaction effect. (1) Cell line: UWB1289. Drug 2: O=C(NOCC(O)CO)c1ccc(F)c(F)c1Nc1ccc(I)cc1F. Drug 1: O=C(CCCCCCC(=O)Nc1ccccc1)NO. Synergy scores: synergy=30.4. (2) Drug 1: N.N.O=C(O)C1(C(=O)O)CCC1.[Pt]. Drug 2: NC1(c2ccc(-c3nc4ccn5c(=O)[nH]nc5c4cc3-c3ccccc3)cc2)CCC1. Cell line: NCIH520. Synergy scores: synergy=-5.35. (3) Drug 2: NC1(c2ccc(-c3nc4ccn5c(=O)[nH]nc5c4cc3-c3ccccc3)cc2)CCC1. Cell line: NCIH520. Synergy scores: synergy=27.5. Drug 1: O=S1(=O)NC2(CN1CC(F)(F)F)C1CCC2Cc2cc(C=CCN3CCC(C(F)(F)F)CC3)ccc2C1. (4) Drug 1: N#Cc1ccc(Cn2cncc2CN2CCN(c3cccc(Cl)c3)C(=O)C2)cc1. Drug 2: Cc1nc(Nc2ncc(C(=O)Nc3c(C)cccc3Cl)s2)cc(N2CCN(CCO)CC2)n1. Cell line: MSTO. Synergy scores: synergy=68.3. (5) Drug 1: N.N.O=C(O)C1(C(=O)O)CCC1.[Pt]. Drug 2: CCN(CC)CCNC(=O)c1c(C)[nH]c(C=C2C(=O)Nc3ccc(F)cc32)c1C. Cell line: LOVO. Synergy scores: synergy=5.70.